Dataset: NCI-60 drug combinations with 297,098 pairs across 59 cell lines. Task: Regression. Given two drug SMILES strings and cell line genomic features, predict the synergy score measuring deviation from expected non-interaction effect. (1) Drug 1: CC1=CC2C(CCC3(C2CCC3(C(=O)C)OC(=O)C)C)C4(C1=CC(=O)CC4)C. Drug 2: CC1=C2C(C(=O)C3(C(CC4C(C3C(C(C2(C)C)(CC1OC(=O)C(C(C5=CC=CC=C5)NC(=O)OC(C)(C)C)O)O)OC(=O)C6=CC=CC=C6)(CO4)OC(=O)C)O)C)O. Cell line: A549. Synergy scores: CSS=55.4, Synergy_ZIP=13.0, Synergy_Bliss=12.2, Synergy_Loewe=-16.4, Synergy_HSA=14.8. (2) Drug 1: C1CNP(=O)(OC1)N(CCCl)CCCl. Drug 2: B(C(CC(C)C)NC(=O)C(CC1=CC=CC=C1)NC(=O)C2=NC=CN=C2)(O)O. Cell line: MCF7. Synergy scores: CSS=12.9, Synergy_ZIP=-10.2, Synergy_Bliss=-6.94, Synergy_Loewe=-3.76, Synergy_HSA=-3.35. (3) Drug 1: C1=NC(=NC(=O)N1C2C(C(C(O2)CO)O)O)N. Drug 2: CC1=C(C(=O)C2=C(C1=O)N3CC4C(C3(C2COC(=O)N)OC)N4)N. Cell line: MOLT-4. Synergy scores: CSS=78.1, Synergy_ZIP=4.35, Synergy_Bliss=4.02, Synergy_Loewe=5.13, Synergy_HSA=8.14. (4) Drug 1: CCCCCOC(=O)NC1=NC(=O)N(C=C1F)C2C(C(C(O2)C)O)O. Drug 2: C1=NC2=C(N=C(N=C2N1C3C(C(C(O3)CO)O)F)Cl)N. Cell line: M14. Synergy scores: CSS=14.7, Synergy_ZIP=-3.39, Synergy_Bliss=1.44, Synergy_Loewe=-6.64, Synergy_HSA=2.48. (5) Drug 1: CS(=O)(=O)C1=CC(=C(C=C1)C(=O)NC2=CC(=C(C=C2)Cl)C3=CC=CC=N3)Cl. Drug 2: COCCOC1=C(C=C2C(=C1)C(=NC=N2)NC3=CC=CC(=C3)C#C)OCCOC.Cl. Cell line: OVCAR3. Synergy scores: CSS=21.0, Synergy_ZIP=-4.35, Synergy_Bliss=1.61, Synergy_Loewe=-6.50, Synergy_HSA=1.63. (6) Drug 1: C1=CC=C(C=C1)NC(=O)CCCCCCC(=O)NO. Drug 2: C1C(C(OC1N2C=NC(=NC2=O)N)CO)O. Cell line: HOP-92. Synergy scores: CSS=15.3, Synergy_ZIP=-6.67, Synergy_Bliss=-7.07, Synergy_Loewe=-10.4, Synergy_HSA=-8.68.